From a dataset of Reaction yield outcomes from USPTO patents with 853,638 reactions. Predict the reaction yield, written as a fraction of the theoretical maximum amount of product (1.0 means a 100% yield; for example, 0.34 means a 34% yield). (1) The reactants are [H-].[Al+3].[Li+].[H-].[H-].[H-].[C:7]([O:11][C:12](=[O:26])[NH:13][CH:14]1[CH2:19][CH2:18][N:17]([CH2:20][C:21]([CH:23]2[CH2:25][CH2:24]2)=[O:22])[CH2:16][CH2:15]1)([CH3:10])([CH3:9])[CH3:8]. The catalyst is O1CCCC1. The product is [C:7]([O:11][C:12](=[O:26])[NH:13][CH:14]1[CH2:19][CH2:18][N:17]([CH2:20][CH:21]([CH:23]2[CH2:24][CH2:25]2)[OH:22])[CH2:16][CH2:15]1)([CH3:10])([CH3:8])[CH3:9]. The yield is 0.840. (2) The reactants are COC1C=C(OC)C=CC=1C[N:6]([C:35]1[CH:40]=[CH:39][N:38]=[CH:37][N:36]=1)[S:7]([C:10]1[CH:15]=[C:14]([CH3:16])[C:13]([O:17][C@H:18]2[CH2:22][CH2:21][CH2:20][C@@H:19]2[C:23]2[CH:24]=[N:25][N:26](C3CCCCO3)[CH:27]=2)=[CH:12][C:11]=1[F:34])(=[O:9])=[O:8].C([SiH](CC)CC)C.FC(F)(F)C(O)=O.ClCCl. The catalyst is CO. The product is [F:34][C:11]1[CH:12]=[C:13]([O:17][C@H:18]2[CH2:22][CH2:21][CH2:20][C@@H:19]2[C:23]2[CH:24]=[N:25][NH:26][CH:27]=2)[C:14]([CH3:16])=[CH:15][C:10]=1[S:7]([NH:6][C:35]1[CH:40]=[CH:39][N:38]=[CH:37][N:36]=1)(=[O:8])=[O:9]. The yield is 0.590. (3) The reactants are [CH3:1][O:2][C:3]1[CH:4]=[C:5]([CH:26]=[CH:27][C:28]=1[N+:29]([O-:31])=[O:30])[C:6]([C:8]1[N:16]2[C:11]([CH:12]=[CH:13][CH:14]=[CH:15]2)=[C:10]([NH:17][C:18](=[O:24])[O:19][C:20]([CH3:23])([CH3:22])[CH3:21])[C:9]=1[CH3:25])=[O:7].[H-].[Na+].CI.[C:36](=O)(O)[O-].[Na+]. The catalyst is O1CCCC1. The product is [CH3:1][O:2][C:3]1[CH:4]=[C:5]([CH:26]=[CH:27][C:28]=1[N+:29]([O-:31])=[O:30])[C:6]([C:8]1[N:16]2[C:11]([CH:12]=[CH:13][CH:14]=[CH:15]2)=[C:10]([N:17]([CH3:36])[C:18](=[O:24])[O:19][C:20]([CH3:23])([CH3:21])[CH3:22])[C:9]=1[CH3:25])=[O:7]. The yield is 0.960. (4) The reactants are [Br:1][C:2]1[N:3]=[C:4]([C:9]#[C:10][Si](C)(C)C)[C:5]([NH2:8])=[N:6][CH:7]=1.[H-].[Na+].[C:17]1([CH3:27])[CH:22]=[CH:21][C:20]([S:23](Cl)(=[O:25])=[O:24])=[CH:19][CH:18]=1. The catalyst is CN(C=O)C. The product is [Br:1][C:2]1[N:3]=[C:4]2[CH:9]=[CH:10][N:8]([S:23]([C:20]3[CH:21]=[CH:22][C:17]([CH3:27])=[CH:18][CH:19]=3)(=[O:25])=[O:24])[C:5]2=[N:6][CH:7]=1. The yield is 0.520.